This data is from Full USPTO retrosynthesis dataset with 1.9M reactions from patents (1976-2016). The task is: Predict the reactants needed to synthesize the given product. (1) The reactants are: CCCC[N+](CCCC)(CCCC)CCCC.[F-].C([SiH2][O:24][C:25](C)(C)[C:26]1[CH:27]=[C:28]([CH:34]=[CH:35][C:36]=1[Cl:37])[CH2:29][NH:30][C:31](=[O:33])[CH3:32])(C)(C)C.CCOC(C)=O. Given the product [Cl:37][C:36]1[CH:35]=[CH:34][C:28]([CH2:29][NH:30][C:31](=[O:33])[CH3:32])=[CH:27][C:26]=1[CH2:25][OH:24], predict the reactants needed to synthesize it. (2) Given the product [CH2:1]([C@H:8]([C@@H:31]([O:35][Si:36]([CH:40]([CH3:42])[CH3:41])([CH:43]([CH3:45])[CH3:44])[CH:37]([CH3:38])[CH3:39])[C@@H:32]([OH:34])[CH3:33])[CH2:9][O:10][CH2:11][C@@H:12]([NH:23][C:24]([O:26][C:27]([CH3:30])([CH3:28])[CH3:29])=[O:25])[C:13]([OH:15])=[O:14])[C:2]1[CH:7]=[CH:6][CH:5]=[CH:4][CH:3]=1, predict the reactants needed to synthesize it. The reactants are: [CH2:1]([C@H:8]([C@@H:31]([O:35][Si:36]([CH:43]([CH3:45])[CH3:44])([CH:40]([CH3:42])[CH3:41])[CH:37]([CH3:39])[CH3:38])[C@@H:32]([OH:34])[CH3:33])[CH2:9][O:10][CH2:11][C@@H:12]([NH:23][C:24]([O:26][C:27]([CH3:30])([CH3:29])[CH3:28])=[O:25])[C:13]([O:15]CC1C=CC=CC=1)=[O:14])[C:2]1[CH:7]=[CH:6][CH:5]=[CH:4][CH:3]=1. (3) Given the product [Cl:24][C:25]1[CH:51]=[CH:50][C:28]2[S:29][CH:30]=[C:31]([CH2:32][N:33]3[CH2:37][CH2:36][N:35]([C:38]4[S:39][C:40]([C:44]([OH:46])=[O:45])=[C:41]([CH3:43])[N:42]=4)[C:34]3=[O:49])[C:27]=2[CH:26]=1, predict the reactants needed to synthesize it. The reactants are: CC1N=C(N2CCN(C3C=CC=CC=3)C2=O)SC=1C(OCC)=O.[Cl:24][C:25]1[CH:51]=[CH:50][C:28]2[S:29][CH:30]=[C:31]([CH2:32][N:33]3[CH2:37][CH2:36][N:35]([C:38]4[S:39][C:40]([C:44]([O:46]CC)=[O:45])=[C:41]([CH3:43])[N:42]=4)[C:34]3=[O:49])[C:27]=2[CH:26]=1. (4) Given the product [Br:1][C:2]1[CH:7]=[CH:6][C:5]([C:8]2[N:9]=[C:10]([C:22]3[CH:27]=[CH:26][C:25]([F:28])=[C:24]([F:29])[CH:23]=3)[O:11][C:12]=2[C@@H:13]2[CH2:18][CH2:17][CH2:16][CH2:15][C@H:14]2[C:19]([NH:45][C:40]2([C:39]#[N:44])[CH2:42][CH2:41]2)=[O:21])=[CH:4][CH:3]=1, predict the reactants needed to synthesize it. The reactants are: [Br:1][C:2]1[CH:7]=[CH:6][C:5]([C:8]2[N:9]=[C:10]([C:22]3[CH:27]=[CH:26][C:25]([F:28])=[C:24]([F:29])[CH:23]=3)[O:11][C:12]=2[C@@H:13]2[CH2:18][CH2:17][CH2:16][CH2:15][C@H:14]2[C:19]([OH:21])=O)=[CH:4][CH:3]=1.CN(C(ON1N=[N:45][C:40]2[CH:41]=[CH:42]C=[N:44][C:39]1=2)=[N+](C)C)C.F[P-](F)(F)(F)(F)F.[Cl-].C(C1([NH3+])CC1)#N.CCN(C(C)C)C(C)C.